From a dataset of Forward reaction prediction with 1.9M reactions from USPTO patents (1976-2016). Predict the product of the given reaction. (1) Given the reactants C([CH:3]1[C:8]2[S:9][C:10]([C:12]([OH:14])=O)=[N:11][C:7]=2[CH2:6][CH2:5][N:4]1/[C:15](/[S:23][CH3:24])=[N:16]/[C:17]1[CH:22]=[CH:21][CH:20]=[CH:19][CH:18]=1)C.CCN=C=NCCCN(C)C.[CH:36]1[CH:37]=[CH:38][C:39]2[N:44](O)N=[N:42][C:40]=2[CH:41]=1.C(N(CC)CC)C, predict the reaction product. The product is: [NH2:42][C:40]1[CH:41]=[CH:36][CH:37]=[CH:38][C:39]=1[NH:44][C:12]([C:10]1[S:9][C:8]2[CH2:3][N:4]([C:15]([S:23][CH3:24])=[N:16][C:17]3[CH:18]=[CH:19][CH:20]=[CH:21][CH:22]=3)[CH2:5][CH2:6][C:7]=2[N:11]=1)=[O:14]. (2) The product is: [Cl:16][C:17]1[CH:22]=[C:21]([CH3:23])[CH:20]=[CH:19][C:18]=1[O:24][C:2]1[C:11]2[C:6](=[CH:7][C:8]([O:14][CH3:15])=[C:9]([O:12][CH3:13])[CH:10]=2)[N:5]=[CH:4][CH:3]=1. Given the reactants Cl[C:2]1[C:11]2[C:6](=[CH:7][C:8]([O:14][CH3:15])=[C:9]([O:12][CH3:13])[CH:10]=2)[N:5]=[CH:4][CH:3]=1.[Cl:16][C:17]1[CH:22]=[C:21]([CH3:23])[CH:20]=[CH:19][C:18]=1[OH:24].O, predict the reaction product.